Dataset: Forward reaction prediction with 1.9M reactions from USPTO patents (1976-2016). Task: Predict the product of the given reaction. (1) Given the reactants [C:1](=[O:10])([O:6][CH:7]([CH3:9])[CH3:8])[O:2][CH:3](Cl)[CH3:4].[Cl:11][C:12]1[C:13]([F:52])=[C:14]([C@@H:18]2[C@:22]([C:25]3[CH:30]=[CH:29][C:28]([Cl:31])=[CH:27][C:26]=3[F:32])([C:23]#[N:24])[C@H:21]([CH2:33][C:34]([CH3:37])([CH3:36])[CH3:35])[NH:20][C@H:19]2[C:38]([NH:40][C:41]2[CH:49]=[CH:48][C:44]([C:45]([OH:47])=[O:46])=[CH:43][C:42]=2[O:50][CH3:51])=[O:39])[CH:15]=[CH:16][CH:17]=1.C(=O)([O-])[O-].[Cs+].[Cs+], predict the reaction product. The product is: [Cl:11][C:12]1[C:13]([F:52])=[C:14]([C@@H:18]2[C@:22]([C:25]3[CH:30]=[CH:29][C:28]([Cl:31])=[CH:27][C:26]=3[F:32])([C:23]#[N:24])[C@H:21]([CH2:33][C:34]([CH3:36])([CH3:37])[CH3:35])[NH:20][C@H:19]2[C:38]([NH:40][C:41]2[CH:49]=[CH:48][C:44]([C:45]([O:47][CH:3]([O:2][C:1]([O:6][CH:7]([CH3:9])[CH3:8])=[O:10])[CH3:4])=[O:46])=[CH:43][C:42]=2[O:50][CH3:51])=[O:39])[CH:15]=[CH:16][CH:17]=1. (2) Given the reactants C([C@H:4]1[CH2:8][CH2:7][N:6]([C:9]2[S:10][CH:11]=[C:12]([C:14]([O:16][CH2:17][CH3:18])=[O:15])[N:13]=2)[CH2:5]1)(=O)C.[O-:19]CC.[Na+].Cl, predict the reaction product. The product is: [CH2:17]([O:16][C:14]([C:12]1[N:13]=[C:9]([N:6]2[CH2:7][CH2:8][C@H:4]([OH:19])[CH2:5]2)[S:10][CH:11]=1)=[O:15])[CH3:18]. (3) Given the reactants [CH:1]([C:4]1[CH:5]=[C:6]([OH:10])[CH:7]=[CH:8][CH:9]=1)([CH3:3])[CH3:2].[Cl:11][C:12]1[C:17]([N+:18]([O-:20])=[O:19])=[CH:16][C:15]([CH3:21])=[C:14](F)[CH:13]=1.C(=O)([O-])[O-].[K+].[K+], predict the reaction product. The product is: [CH:1]([C:4]1[CH:5]=[C:6]([CH:7]=[CH:8][CH:9]=1)[O:10][C:14]1[C:15]([CH3:21])=[CH:16][C:17]([N+:18]([O-:20])=[O:19])=[C:12]([Cl:11])[CH:13]=1)([CH3:3])[CH3:2].